Dataset: Catalyst prediction with 721,799 reactions and 888 catalyst types from USPTO. Task: Predict which catalyst facilitates the given reaction. (1) Reactant: Cl[C:2]1[N:7]=[C:6]([N:8]2[CH2:13][CH2:12][CH:11]([CH2:14][NH:15]C(=O)OC(C)(C)C)[CH2:10][CH2:9]2)[C:5]([C:23]2[CH:28]=[CH:27][N:26]=[CH:25][CH:24]=2)=[CH:4][N:3]=1.[NH2:29][C:30]1[CH:31]=[C:32]2[C:37](=[CH:38][CH:39]=1)[NH:36][C:35](=[O:40])[CH2:34][CH2:33]2. Product: [NH2:15][CH2:14][CH:11]1[CH2:10][CH2:9][N:8]([C:6]2[C:5]([C:23]3[CH:24]=[CH:25][N:26]=[CH:27][CH:28]=3)=[CH:4][N:3]=[C:2]([NH:29][C:30]3[CH:31]=[C:32]4[C:37](=[CH:38][CH:39]=3)[NH:36][C:35](=[O:40])[CH2:34][CH2:33]4)[N:7]=2)[CH2:13][CH2:12]1. The catalyst class is: 51. (2) Reactant: [C:1](Cl)(=[O:4])[CH2:2][CH3:3].[CH3:6][O:7][C:8]1[C:16]2[O:15][C:14]([C:17]([F:20])([F:19])[F:18])=[N:13][C:12]=2[CH:11]=[CH:10][CH:9]=1.Cl. Product: [CH3:6][O:7][C:8]1[C:16]2[O:15][C:14]([C:17]([F:20])([F:18])[F:19])=[N:13][C:12]=2[C:11]([C:1](=[O:4])[CH2:2][CH3:3])=[CH:10][CH:9]=1. The catalyst class is: 642. (3) Reactant: [F:1][C:2]1[C:7]2[NH:8][C:9](=[O:12])[CH2:10][O:11][C:6]=2[CH:5]=[CH:4][C:3]=1[O:13]C.B(Br)(Br)Br. Product: [F:1][C:2]1[C:7]2[NH:8][C:9](=[O:12])[CH2:10][O:11][C:6]=2[CH:5]=[CH:4][C:3]=1[OH:13]. The catalyst class is: 2. (4) The catalyst class is: 30. Product: [CH2:1]([N:4]1[C:13]2[C:8](=[CH:9][C:10]([C:14]([OH:16])=[O:15])=[CH:11][CH:12]=2)[CH2:7][CH2:6][CH2:5]1)[CH:2]=[CH2:3]. Reactant: [CH2:1]([N:4]1[C:13]2[C:8](=[CH:9][C:10]([C:14]([O:16]C)=[O:15])=[CH:11][CH:12]=2)[CH2:7][CH2:6][CH2:5]1)[CH:2]=[CH2:3].O.[OH-].[Li+].C(O)C. (5) Reactant: [Br:1][C:2]1[CH:7]=[CH:6][C:5]([OH:8])=[C:4]([CH2:9][CH3:10])[CH:3]=1.Br[C:12]1[S:13][CH:14]=[CH:15][N:16]=1.C([O-])([O-])=O.[K+].[K+]. Product: [Br:1][C:2]1[CH:7]=[CH:6][C:5]([O:8][C:12]2[S:13][CH:14]=[CH:15][N:16]=2)=[C:4]([CH2:9][CH3:10])[CH:3]=1. The catalyst class is: 3. (6) Product: [F:1][C:2]1[CH:7]=[C:6]([F:8])[CH:5]=[CH:4][C:3]=1[C:9]1[CH:14]=[CH:13][CH:12]=[C:11]([N:15]2[CH2:20][CH2:19][C:18]([CH2:27][C:28]([OH:33])=[O:29])([C:21]3[CH:26]=[CH:25][CH:24]=[CH:23][CH:22]=3)[O:17][C:16]2=[O:30])[CH:10]=1. Reactant: [F:1][C:2]1[CH:7]=[C:6]([F:8])[CH:5]=[CH:4][C:3]=1[C:9]1[CH:14]=[CH:13][CH:12]=[C:11]([N:15]2[CH2:20][CH2:19][C:18]([CH2:27][CH2:28][OH:29])([C:21]3[CH:26]=[CH:25][CH:24]=[CH:23][CH:22]=3)[O:17][C:16]2=[O:30])[CH:10]=1.CC(C)=[O:33].OS(O)(=O)=O.O=[Cr](=O)=O.C([O-])([O-])=O.[K+].[K+]. The catalyst class is: 21. (7) Reactant: [NH2:1][C:2]1[NH:6][N:5]=[C:4]([CH2:7][OH:8])[N:3]=1.[Cl:9][CH:10]([CH:13]=O)[CH:11]=O. Product: [Cl:9][C:10]1[CH:11]=[N:1][C:2]2[N:6]([N:5]=[C:4]([CH2:7][OH:8])[N:3]=2)[CH:13]=1. The catalyst class is: 15.